From a dataset of Catalyst prediction with 721,799 reactions and 888 catalyst types from USPTO. Predict which catalyst facilitates the given reaction. (1) Reactant: N#N.[Cl:3][C:4]1[CH:27]=[CH:26][CH:25]=[CH:24][C:5]=1[CH2:6][O:7][C:8](=[O:23])[NH:9][C:10]1[CH:11]=[N:12][N:13]([CH2:15][C:16]2[N:17]=[C:18]([CH:21]=[O:22])[S:19][CH:20]=2)[CH:14]=1.[CH3:28][Mg]Br. The catalyst class is: 598. Product: [Cl:3][C:4]1[CH:27]=[CH:26][CH:25]=[CH:24][C:5]=1[CH2:6][O:7][C:8](=[O:23])[NH:9][C:10]1[CH:11]=[N:12][N:13]([CH2:15][C:16]2[N:17]=[C:18]([CH:21]([OH:22])[CH3:28])[S:19][CH:20]=2)[CH:14]=1. (2) Reactant: Cl.[CH3:2][NH:3][O:4][CH3:5].[Li]N([Si](C)(C)C)[Si](C)(C)C.[CH3:16][N:17]1[C:21]2[C:22](=[O:27])[CH2:23][CH2:24][CH2:25][CH2:26][C:20]=2[C:19]([C:28]([O:30]CC)=O)=[N:18]1. Product: [CH3:5][O:4][N:3]([CH3:2])[C:28]([C:19]1[C:20]2[CH2:26][CH2:25][CH2:24][CH2:23][C:22](=[O:27])[C:21]=2[N:17]([CH3:16])[N:18]=1)=[O:30]. The catalyst class is: 1. (3) Reactant: [F:1][C:2]1[CH:15]=[CH:14][C:5]([CH2:6][S:7][CH2:8][C:9]([O:11][CH2:12][CH3:13])=[O:10])=[CH:4][CH:3]=1.C1C=C(Cl)C=C(C(OO)=[O:24])C=1. Product: [F:1][C:2]1[CH:3]=[CH:4][C:5]([CH2:6][S:7]([CH2:8][C:9]([O:11][CH2:12][CH3:13])=[O:10])=[O:24])=[CH:14][CH:15]=1. The catalyst class is: 2. (4) Reactant: C([C@@H]1COC(=O)N1[C:14](=[O:19])[C@H:15]([CH3:18])[CH:16]=[CH2:17])C1C=CC=CC=1.[C:20]([O:24][C:25](=[O:44])[NH:26][C@H:27]([C:31]1[CH:36]=[C:35]([C:37]2[N:41]([CH3:42])[N:40]=[CH:39][C:38]=2[NH2:43])[CH:34]=[CH:33][N:32]=1)[CH2:28][CH:29]=[CH2:30])([CH3:23])([CH3:22])[CH3:21].N1C=CC=CC=1.C(P1(=O)OP(CCC)(=O)OP(CCC)(=O)O1)CC. Product: [C:20]([O:24][C:25](=[O:44])[NH:26][C@H:27]([C:31]1[CH:36]=[C:35]([C:37]2[N:41]([CH3:42])[N:40]=[CH:39][C:38]=2[NH:43][C:14](=[O:19])[C@H:15]([CH3:18])[CH:16]=[CH2:17])[CH:34]=[CH:33][N:32]=1)[CH2:28][CH:29]=[CH2:30])([CH3:21])([CH3:23])[CH3:22]. The catalyst class is: 25.